From a dataset of Reaction yield outcomes from USPTO patents with 853,638 reactions. Predict the reaction yield, written as a fraction of the theoretical maximum amount of product (1.0 means a 100% yield; for example, 0.34 means a 34% yield). (1) The reactants are Br[C:2]1[CH:7]=[CH:6][C:5]([Cl:8])=[CH:4][C:3]=1[N+:9]([O-:11])=[O:10].[C:12]([C:14]1[CH:19]=[CH:18][C:17]([OH:20])=[CH:16][CH:15]=1)#[N:13].C([O-])([O-])=O.[K+].[K+].O. The catalyst is CN(C=O)C. The product is [Cl:8][C:5]1[CH:6]=[CH:7][C:2]([O:20][C:17]2[CH:18]=[CH:19][C:14]([C:12]#[N:13])=[CH:15][CH:16]=2)=[C:3]([N+:9]([O-:11])=[O:10])[CH:4]=1. The yield is 0.778. (2) The reactants are [OH:1][C:2]1([C:9]2[S:10][CH:11]=[CH:12][N:13]=2)[CH2:7][CH2:6][C:5](=O)[CH2:4][CH2:3]1.[O:14]=[C:15]([NH:30][CH2:31][C:32](=O)[NH:33][C@@H:34]1[CH2:38]CNC1)[CH2:16][NH:17][C:18](=[O:29])[C:19]1[CH:24]=[CH:23][CH:22]=[C:21]([C:25]([F:28])([F:27])[F:26])[CH:20]=1.C(Cl)Cl.[BH-](OC(C)=O)(OC(C)=O)OC(C)=O.[Na+]. The catalyst is CC(O)=O.CCOC(C)=O. The product is [OH:1][C:2]1([C:9]2[S:10][CH:11]=[CH:12][N:13]=2)[CH2:7][CH2:6][CH:5]([N:33]2[CH2:34][CH2:38][C@@H:31]([NH:30][C:15](=[O:14])[CH2:16][NH:17][C:18](=[O:29])[C:19]3[CH:24]=[CH:23][CH:22]=[C:21]([C:25]([F:28])([F:27])[F:26])[CH:20]=3)[CH2:32]2)[CH2:4][CH2:3]1. The yield is 0.900. (3) The reactants are C(=O)([O-])[O-].[K+].[K+].[CH3:7][O:8][C:9]1[C:14]([O:15][CH3:16])=[CH:13][CH:12]=[CH:11][C:10]=1[C@H:17]([CH:19]1[CH2:24][CH2:23][N:22]([CH2:25][CH2:26][C:27]2[CH:32]=[CH:31][C:30]([F:33])=[CH:29][CH:28]=2)[CH2:21][CH2:20]1)[OH:18].Cl.[OH-].[Na+]. The catalyst is C(O)(C)C.O.C1(C)C=CC=CC=1.CO. The product is [CH3:7][O:8][C:9]1[C:14]([O:15][CH3:16])=[CH:13][CH:12]=[CH:11][C:10]=1[CH:17]([CH:19]1[CH2:20][CH2:21][N:22]([CH2:25][CH2:26][C:27]2[CH:32]=[CH:31][C:30]([F:33])=[CH:29][CH:28]=2)[CH2:23][CH2:24]1)[OH:18]. The yield is 0.236. (4) The product is [CH3:15][O:14][C:10]1[CH:9]=[C:8]([C:6]2[C:5]([CH3:16])=[CH:4][N:3]=[C:2]([NH:29][C:28]3[CH:27]=[CH:26][C:25]([CH2:24][N:21]4[CH2:20][CH2:19][N:18]([CH3:17])[CH2:23][CH2:22]4)=[CH:31][CH:30]=3)[N:7]=2)[CH:13]=[CH:12][CH:11]=1. The yield is 0.200. The reactants are Cl[C:2]1[N:7]=[C:6]([C:8]2[CH:13]=[CH:12][CH:11]=[C:10]([O:14][CH3:15])[CH:9]=2)[C:5]([CH3:16])=[CH:4][N:3]=1.[CH3:17][N:18]1[CH2:23][CH2:22][N:21]([CH2:24][C:25]2[CH:31]=[CH:30][C:28]([NH2:29])=[CH:27][CH:26]=2)[CH2:20][CH2:19]1. The catalyst is C(Cl)Cl.CO. (5) The reactants are S([O-])([O-])(=O)=O.C[S+](C)C.C[S+](C)C.[OH-].[Na+].[Cl:16][C:17]1[CH:18]=[C:19]([CH:22]=[CH:23][CH:24]=1)[CH:20]=[O:21].[CH2:25](Cl)Cl. The catalyst is [Br-].C([N+](CCCC)(CCCC)CCCC)CCC.[Cl-].[Na+].O.C(OCC)C. The product is [Cl:16][C:17]1[CH:18]=[C:19]([CH:22]=[CH:23][CH:24]=1)[CH:20]1[O:21][CH2:25]1. The yield is 0.920.